Dataset: CYP2C9 inhibition data for predicting drug metabolism from PubChem BioAssay. Task: Regression/Classification. Given a drug SMILES string, predict its absorption, distribution, metabolism, or excretion properties. Task type varies by dataset: regression for continuous measurements (e.g., permeability, clearance, half-life) or binary classification for categorical outcomes (e.g., BBB penetration, CYP inhibition). Dataset: cyp2c9_veith. (1) The molecule is CC(C)N1CCC(=NNC(=O)c2ccc(Br)o2)CC1. The result is 0 (non-inhibitor). (2) The molecule is CN(Cc1ccccc1)S(=O)(=O)c1ccc(OCC(=O)N2CCOCC2)cc1. The result is 1 (inhibitor). (3) The result is 1 (inhibitor). The drug is COC(=O)[C@@]1(Cc2ccc(F)cc2)[C@H]2c3cc(C(=O)N4CCCC4)n(CCc4c[nH]c5cc(F)ccc45)c3C[C@H]2CN1C(=O)c1ccccc1. (4) The result is 0 (non-inhibitor). The compound is C/C(=N\Nc1nnc(C)c(=O)[nH]1)C(=O)O. (5) The result is 0 (non-inhibitor). The compound is O=C(/C=C/c1cccc([N+](=O)[O-])c1)NCCN1CCOCC1. (6) The compound is COC(=O)N1CCC2(CCCN(c3ccncc3)C2)CC1. The result is 0 (non-inhibitor). (7) The compound is CNC(=O)[C@@H]1O[C@@H](n2cnc3c(N)ncnc32)[C@@H](O)[C@H]1O. The result is 0 (non-inhibitor).